From a dataset of Reaction yield outcomes from USPTO patents with 853,638 reactions. Predict the reaction yield, written as a fraction of the theoretical maximum amount of product (1.0 means a 100% yield; for example, 0.34 means a 34% yield). (1) The reactants are [CH:1]([C:3]1[CH:8]=[CH:7][C:6]([CH:9]2[CH2:13][CH2:12][CH2:11][N:10]2[C:14]([O:16][CH2:17][C:18]2[CH:23]=[CH:22][CH:21]=[CH:20][CH:19]=2)=[O:15])=[CH:5][CH:4]=1)=O.[NH2:24][C:25]1[CH:33]=[CH:32][CH:31]=[C:30]2[C:26]=1[CH2:27][O:28][C:29]2=[O:34].[O-]S([O-])(=O)=O.[Mg+2]. The catalyst is CC#N. The product is [O:34]=[C:29]1[C:30]2[C:26](=[C:25](/[N:24]=[CH:1]/[C:3]3[CH:4]=[CH:5][C:6]([CH:9]4[CH2:13][CH2:12][CH2:11][N:10]4[C:14]([O:16][CH2:17][C:18]4[CH:23]=[CH:22][CH:21]=[CH:20][CH:19]=4)=[O:15])=[CH:7][CH:8]=3)[CH:33]=[CH:32][CH:31]=2)[CH2:27][O:28]1. The yield is 0.300. (2) The reactants are [H-].[H-].[H-].[H-].[Li+].[Al+3].[CH2:7]([C:11]([CH2:22][CH:23]([CH3:25])[CH3:24])([C:17](OCC)=[O:18])[C:12](OCC)=[O:13])[CH:8]([CH3:10])[CH3:9].Cl. The catalyst is C(OCC)C. The product is [CH2:7]([C:11]([CH2:22][CH:23]([CH3:25])[CH3:24])([CH2:12][OH:13])[CH2:17][OH:18])[CH:8]([CH3:10])[CH3:9]. The yield is 0.780. (3) The product is [Cl:1][C:2]1[CH:7]=[C:6]([N+:8]([O-:10])=[O:9])[CH:5]=[CH:4][C:3]=1[O:11][C:12](=[O:15])[C:25]1[CH:24]=[CH:21][CH:20]=[C:19]([F:18])[CH:26]=1. The reactants are [Cl:1][C:2]1[CH:7]=[C:6]([N+:8]([O-:10])=[O:9])[CH:5]=[CH:4][C:3]=1[OH:11].[C:12](=[O:15])([O-])[O-].[K+].[K+].[F:18][C:19]1[CH:20]=[C:21]([CH:24]=[CH:25][CH:26]=1)CBr. The yield is 0.940. The catalyst is CC#N. (4) The yield is 0.910. The product is [F:17][C:14]1[CH:13]=[CH:12][C:11]([O:10][CH2:9][C:8](=[O:18])[C:1]#[CH:2])=[CH:16][CH:15]=1. The catalyst is C1COCC1. The reactants are [C:1]([Mg]Br)#[CH:2].CON(C)[C:8](=[O:18])[CH2:9][O:10][C:11]1[CH:16]=[CH:15][C:14]([F:17])=[CH:13][CH:12]=1.CCOCC. (5) The reactants are [CH3:1][O:2][C:3](=[O:16])[CH2:4][CH:5]1[CH2:14][C:13]2[C:8](=[CH:9][CH:10]=[CH:11][CH:12]=2)[NH:7][C:6]1=[O:15].Br[CH2:18][C:19]([O:21][C:22]([CH3:25])([CH3:24])[CH3:23])=[O:20]. No catalyst specified. The product is [CH3:1][O:2][C:3](=[O:16])[CH2:4][CH:5]1[CH2:14][C:13]2[C:8](=[CH:9][CH:10]=[CH:11][CH:12]=2)[N:7]([CH2:18][C:19]([O:21][C:22]([CH3:25])([CH3:24])[CH3:23])=[O:20])[C:6]1=[O:15]. The yield is 0.890.